Dataset: NCI-60 drug combinations with 297,098 pairs across 59 cell lines. Task: Regression. Given two drug SMILES strings and cell line genomic features, predict the synergy score measuring deviation from expected non-interaction effect. (1) Drug 2: CC1=C(C=C(C=C1)NC2=NC=CC(=N2)N(C)C3=CC4=NN(C(=C4C=C3)C)C)S(=O)(=O)N.Cl. Cell line: RXF 393. Synergy scores: CSS=10.0, Synergy_ZIP=-2.48, Synergy_Bliss=4.47, Synergy_Loewe=4.94, Synergy_HSA=5.23. Drug 1: CNC(=O)C1=CC=CC=C1SC2=CC3=C(C=C2)C(=NN3)C=CC4=CC=CC=N4. (2) Drug 2: C1=NC2=C(N1)C(=S)N=C(N2)N. Cell line: UACC62. Drug 1: CC1=C(C=C(C=C1)NC2=NC=CC(=N2)N(C)C3=CC4=NN(C(=C4C=C3)C)C)S(=O)(=O)N.Cl. Synergy scores: CSS=27.7, Synergy_ZIP=-1.48, Synergy_Bliss=-0.733, Synergy_Loewe=-16.2, Synergy_HSA=-0.580. (3) Drug 1: CN(C)C1=NC(=NC(=N1)N(C)C)N(C)C. Drug 2: CCCCCOC(=O)NC1=NC(=O)N(C=C1F)C2C(C(C(O2)C)O)O. Cell line: CCRF-CEM. Synergy scores: CSS=-12.2, Synergy_ZIP=0.0782, Synergy_Bliss=-11.8, Synergy_Loewe=-15.6, Synergy_HSA=-14.6. (4) Drug 1: CC(C1=C(C=CC(=C1Cl)F)Cl)OC2=C(N=CC(=C2)C3=CN(N=C3)C4CCNCC4)N. Drug 2: CCC1=C2CN3C(=CC4=C(C3=O)COC(=O)C4(CC)O)C2=NC5=C1C=C(C=C5)O. Cell line: M14. Synergy scores: CSS=19.9, Synergy_ZIP=2.18, Synergy_Bliss=3.32, Synergy_Loewe=-44.3, Synergy_HSA=0.627. (5) Drug 1: CCC1=C2CN3C(=CC4=C(C3=O)COC(=O)C4(CC)O)C2=NC5=C1C=C(C=C5)O. Drug 2: CC1C(C(CC(O1)OC2CC(OC(C2O)C)OC3=CC4=CC5=C(C(=O)C(C(C5)C(C(=O)C(C(C)O)O)OC)OC6CC(C(C(O6)C)O)OC7CC(C(C(O7)C)O)OC8CC(C(C(O8)C)O)(C)O)C(=C4C(=C3C)O)O)O)O. Cell line: PC-3. Synergy scores: CSS=55.0, Synergy_ZIP=-2.79, Synergy_Bliss=-0.211, Synergy_Loewe=-0.0223, Synergy_HSA=0.116. (6) Drug 1: CC1=CC=C(C=C1)C2=CC(=NN2C3=CC=C(C=C3)S(=O)(=O)N)C(F)(F)F. Drug 2: CC1=C(N=C(N=C1N)C(CC(=O)N)NCC(C(=O)N)N)C(=O)NC(C(C2=CN=CN2)OC3C(C(C(C(O3)CO)O)O)OC4C(C(C(C(O4)CO)O)OC(=O)N)O)C(=O)NC(C)C(C(C)C(=O)NC(C(C)O)C(=O)NCCC5=NC(=CS5)C6=NC(=CS6)C(=O)NCCC[S+](C)C)O. Cell line: MDA-MB-231. Synergy scores: CSS=16.3, Synergy_ZIP=-3.72, Synergy_Bliss=-0.739, Synergy_Loewe=-11.5, Synergy_HSA=-0.309. (7) Drug 1: CC1=CC2C(CCC3(C2CCC3(C(=O)C)OC(=O)C)C)C4(C1=CC(=O)CC4)C. Drug 2: COC1=C2C(=CC3=C1OC=C3)C=CC(=O)O2. Cell line: OVCAR-5. Synergy scores: CSS=-7.90, Synergy_ZIP=1.39, Synergy_Bliss=-4.44, Synergy_Loewe=-8.30, Synergy_HSA=-8.02.